This data is from Full USPTO retrosynthesis dataset with 1.9M reactions from patents (1976-2016). The task is: Predict the reactants needed to synthesize the given product. (1) Given the product [F:9][C:7]1[CH:8]=[C:3]([CH3:2])[CH:4]=[C:5]([F:10])[CH:6]=1, predict the reactants needed to synthesize it. The reactants are: Br[CH2:2][C:3]1[CH:8]=[C:7]([F:9])[CH:6]=[C:5]([F:10])[CH:4]=1.C([O-])(=O)C.[Na+]. (2) Given the product [C:4]([O:3][C:1]([N:8]1[CH2:13][CH2:12][C:11](=[O:14])[C:10](=[CH:1][N:8]([CH3:13])[CH3:9])[CH2:9]1)=[O:2])([CH3:7])([CH3:6])[CH3:5], predict the reactants needed to synthesize it. The reactants are: [C:1]([N:8]1[CH2:13][CH2:12][C:11](=[O:14])[CH2:10][CH2:9]1)([O:3][C:4]([CH3:7])([CH3:6])[CH3:5])=[O:2]. (3) Given the product [CH2:1]([N:8]([C@@H:9]([CH2:12][C:13]1[CH:18]=[CH:17][C:16]([S:19]([C:22]2[CH:27]=[CH:26][CH:25]=[CH:24][CH:23]=2)(=[O:21])=[O:20])=[CH:15][CH:14]=1)[CH2:10][OH:11])[CH2:38][C@H:36]([OH:37])[CH2:35][O:28][C:29]1[CH:34]=[CH:33][CH:32]=[CH:31][CH:30]=1)[C:2]1[CH:7]=[CH:6][CH:5]=[CH:4][CH:3]=1, predict the reactants needed to synthesize it. The reactants are: [CH2:1]([NH:8][C@@H:9]([CH2:12][C:13]1[CH:18]=[CH:17][C:16]([S:19]([C:22]2[CH:27]=[CH:26][CH:25]=[CH:24][CH:23]=2)(=[O:21])=[O:20])=[CH:15][CH:14]=1)[CH2:10][OH:11])[C:2]1[CH:7]=[CH:6][CH:5]=[CH:4][CH:3]=1.[O:28]([CH2:35][C@@H:36]1[CH2:38][O:37]1)[C:29]1[CH:34]=[CH:33][CH:32]=[CH:31][CH:30]=1.